This data is from NCI-60 drug combinations with 297,098 pairs across 59 cell lines. The task is: Regression. Given two drug SMILES strings and cell line genomic features, predict the synergy score measuring deviation from expected non-interaction effect. (1) Drug 1: C1CNP(=O)(OC1)N(CCCl)CCCl. Drug 2: C1CN(P(=O)(OC1)NCCCl)CCCl. Cell line: RPMI-8226. Synergy scores: CSS=7.85, Synergy_ZIP=-1.70, Synergy_Bliss=-2.69, Synergy_Loewe=1.48, Synergy_HSA=-0.774. (2) Drug 1: CC1C(C(=O)NC(C(=O)N2CCCC2C(=O)N(CC(=O)N(C(C(=O)O1)C(C)C)C)C)C(C)C)NC(=O)C3=C4C(=C(C=C3)C)OC5=C(C(=O)C(=C(C5=N4)C(=O)NC6C(OC(=O)C(N(C(=O)CN(C(=O)C7CCCN7C(=O)C(NC6=O)C(C)C)C)C)C(C)C)C)N)C. Drug 2: C1=CC=C(C=C1)NC(=O)CCCCCCC(=O)NO. Cell line: MOLT-4. Synergy scores: CSS=60.3, Synergy_ZIP=-0.707, Synergy_Bliss=-0.445, Synergy_Loewe=-7.49, Synergy_HSA=-6.44. (3) Drug 1: C1=CC(=CC=C1CCCC(=O)O)N(CCCl)CCCl. Drug 2: C#CCC(CC1=CN=C2C(=N1)C(=NC(=N2)N)N)C3=CC=C(C=C3)C(=O)NC(CCC(=O)O)C(=O)O. Cell line: SW-620. Synergy scores: CSS=16.9, Synergy_ZIP=-12.5, Synergy_Bliss=-8.99, Synergy_Loewe=-37.7, Synergy_HSA=-6.94.